From a dataset of Reaction yield outcomes from USPTO patents with 853,638 reactions. Predict the reaction yield, written as a fraction of the theoretical maximum amount of product (1.0 means a 100% yield; for example, 0.34 means a 34% yield). (1) The reactants are [C:1]([O:5][C:6](=[O:13])[CH2:7]/[N:8]=[CH:9]/[CH:10]([CH3:12])[CH3:11])([CH3:4])([CH3:3])[CH3:2].[Cl:14][C:15]1[CH:16]=[C:17](/[CH:21]=[C:22](/[C:25]2[CH:30]=[CH:29]C(Cl)=[CH:27][CH:26]=2)\[C:23]#[N:24])[CH:18]=[CH:19][CH:20]=1.C(N(CC)CC)C.Cl[CH2:40][Cl:41]. No catalyst specified. The product is [C:1]([O:5][C:6]([CH:7]1[CH:21]([C:17]2[CH:18]=[CH:19][CH:20]=[C:15]([Cl:14])[CH:16]=2)[C:22]([C:25]2[CH:26]=[CH:27][C:40]([Cl:41])=[CH:29][CH:30]=2)([C:23]#[N:24])[CH:9]([CH:10]([CH3:12])[CH3:11])[NH:8]1)=[O:13])([CH3:4])([CH3:3])[CH3:2]. The yield is 0.450. (2) The reactants are [C:1]([C:3]1[C:4]([NH:24][C:25]2[CH:26]=[C:27]3[C:31](=[CH:32][CH:33]=2)[NH:30][CH:29]=[CH:28]3)=[C:5]([C:9]2[CH:10]=[C:11]([C:15]3[CH:20]=[CH:19][C:18]([C:21]([OH:23])=O)=[CH:17][CH:16]=3)[CH:12]=[CH:13][CH:14]=2)[CH:6]=[N:7][CH:8]=1)#[N:2].F[P-](F)(F)(F)(F)F.[N:41]1(O[P+](N(C)C)(N(C)C)N(C)C)[C:45]2C=CC=CC=2N=N1.CN.CO. The catalyst is CN(C=O)C.CS(C)=O. The product is [C:1]([C:3]1[C:4]([NH:24][C:25]2[CH:26]=[C:27]3[C:31](=[CH:32][CH:33]=2)[NH:30][CH:29]=[CH:28]3)=[C:5]([C:9]2[CH:10]=[C:11]([C:15]3[CH:16]=[CH:17][C:18]([C:21]([NH:41][CH3:45])=[O:23])=[CH:19][CH:20]=3)[CH:12]=[CH:13][CH:14]=2)[CH:6]=[N:7][CH:8]=1)#[N:2]. The yield is 0.390. (3) The reactants are Cl[C:2]1[N:18]=[C:5]2[C:6]([C:10]3[CH:15]=[CH:14][CH:13]=[CH:12][C:11]=3[O:16][CH3:17])=[CH:7][CH:8]=[CH:9][N:4]2[N:3]=1.[C:19]([O:23][C:24]([N:26]1[CH2:32][CH2:31][C:30]2[CH:33]=[CH:34][C:35]([NH2:37])=[CH:36][C:29]=2[CH2:28][CH2:27]1)=[O:25])([CH3:22])([CH3:21])[CH3:20].C1(P(C2CCCCC2)C2(P(C3CCCCC3)C3CCCCC3)CC=CC=C2C2C=CC=CC=2)CCCCC1.C(=O)([O-])[O-].[Cs+].[Cs+]. The catalyst is C([O-])(=O)C.[Pd+2].C([O-])(=O)C.O1CCOCC1. The product is [C:19]([O:23][C:24]([N:26]1[CH2:32][CH2:31][C:30]2[CH:33]=[CH:34][C:35]([NH:37][C:2]3[N:18]=[C:5]4[C:6]([C:10]5[CH:15]=[CH:14][CH:13]=[CH:12][C:11]=5[O:16][CH3:17])=[CH:7][CH:8]=[CH:9][N:4]4[N:3]=3)=[CH:36][C:29]=2[CH2:28][CH2:27]1)=[O:25])([CH3:22])([CH3:20])[CH3:21]. The yield is 0.870. (4) The reactants are [N:1]12[CH2:8][CH2:7][C:4]([C:9]([C:17]3[CH:22]=[CH:21][CH:20]=[CH:19][CH:18]=3)([C:11]3[CH:16]=[CH:15][CH:14]=[CH:13][CH:12]=3)[OH:10])([CH2:5][CH2:6]1)[CH2:3][CH2:2]2.[C:23]1([O:29][CH2:30][CH2:31][CH2:32][CH2:33][Br:34])[CH:28]=[CH:27][CH:26]=[CH:25][CH:24]=1. The catalyst is CC#N. The product is [Br-:34].[OH:10][C:9]([C:17]1[CH:22]=[CH:21][CH:20]=[CH:19][CH:18]=1)([C:11]1[CH:12]=[CH:13][CH:14]=[CH:15][CH:16]=1)[C:4]12[CH2:5][CH2:6][N+:1]([CH2:33][CH2:32][CH2:31][CH2:30][O:29][C:23]3[CH:28]=[CH:27][CH:26]=[CH:25][CH:24]=3)([CH2:2][CH2:3]1)[CH2:8][CH2:7]2. The yield is 0.649. (5) The reactants are [Li]CCCC.Br[C:7]1[CH:8]=[CH:9][C:10]([O:13][CH2:14][CH2:15][O:16][C:17]2[C:22]([Cl:23])=[CH:21][C:20]([CH3:24])=[CH:19][C:18]=2[Cl:25])=[N:11][CH:12]=1.[CH3:26][O:27][C:28]([C:30]1[C@@H:31]2[N:45]([C:46]([O:48][C:49]([CH3:52])([CH3:51])[CH3:50])=[O:47])[C@H:34]([CH2:35][C:36]=1OS(C(F)(F)F)(=O)=O)[CH2:33][CH2:32]2)=[O:29]. The catalyst is C1COCC1.[Cl-].[Cl-].[Zn+2].C1C=CC([P]([Pd]([P](C2C=CC=CC=2)(C2C=CC=CC=2)C2C=CC=CC=2)([P](C2C=CC=CC=2)(C2C=CC=CC=2)C2C=CC=CC=2)[P](C2C=CC=CC=2)(C2C=CC=CC=2)C2C=CC=CC=2)(C2C=CC=CC=2)C2C=CC=CC=2)=CC=1. The product is [CH3:26][O:27][C:28]([C:30]1[C@@H:31]2[N:45]([C:46]([O:48][C:49]([CH3:52])([CH3:51])[CH3:50])=[O:47])[C@H:34]([CH2:35][C:36]=1[C:7]1[CH:12]=[N:11][C:10]([O:13][CH2:14][CH2:15][O:16][C:17]3[C:22]([Cl:23])=[CH:21][C:20]([CH3:24])=[CH:19][C:18]=3[Cl:25])=[CH:9][CH:8]=1)[CH2:33][CH2:32]2)=[O:29]. The yield is 0.780. (6) The reactants are C[O:2][C:3]1[CH:8]=[C:7]([O:9]C)[CH:6]=[CH:5][C:4]=1[C:11]1[C:19]2[C:18]([NH:20][C@H:21]([C:23]3[N:28]([C:29]4[CH:34]=[CH:33][CH:32]=[CH:31][CH:30]=4)[C:27](=[O:35])[C:26]4=[C:36]([CH3:39])[CH:37]=[CH:38][N:25]4[N:24]=3)[CH3:22])=[N:17][CH:16]=[N:15][C:14]=2[N:13](COCC[Si](C)(C)C)[CH:12]=1.B(Br)(Br)Br.N. No catalyst specified. The product is [OH:2][C:3]1[CH:8]=[C:7]([OH:9])[CH:6]=[CH:5][C:4]=1[C:11]1[C:19]2[C:18]([NH:20][C@H:21]([C:23]3[N:28]([C:29]4[CH:34]=[CH:33][CH:32]=[CH:31][CH:30]=4)[C:27](=[O:35])[C:26]4=[C:36]([CH3:39])[CH:37]=[CH:38][N:25]4[N:24]=3)[CH3:22])=[N:17][CH:16]=[N:15][C:14]=2[NH:13][CH:12]=1. The yield is 0.210.